Dataset: KCNQ2 potassium channel screen with 302,405 compounds. Task: Binary Classification. Given a drug SMILES string, predict its activity (active/inactive) in a high-throughput screening assay against a specified biological target. (1) The molecule is S(=O)(=O)(N1CCOCC1)c1cc(ccc1)C(=O)N\N=C\c1ccc(cc1)C#N. The result is 0 (inactive). (2) The result is 0 (inactive). The molecule is Clc1n(nc(c1/C=C\C(OCC(=O)Nc1cc(OC)c(OC)c(OC)c1)=O)C)C1CS(=O)(=O)CC1.